This data is from Reaction yield outcomes from USPTO patents with 853,638 reactions. The task is: Predict the reaction yield, written as a fraction of the theoretical maximum amount of product (1.0 means a 100% yield; for example, 0.34 means a 34% yield). (1) The reactants are [CH:1]1([C:6]([C:8]2[CH:13]=[C:12]([CH3:14])[CH:11]=[CH:10][C:9]=2[NH:15][C:16]([NH:18][C:19]2[S:20][C:21]([CH:24]=O)=[CH:22][N:23]=2)=[O:17])=[O:7])[CH2:5][CH2:4][CH2:3][CH2:2]1.Cl.[CH3:27][O:28][C:29](=[O:32])[CH2:30][NH2:31]. No catalyst specified. The product is [CH3:27][O:28][C:29](=[O:32])[CH2:30][NH:31][CH2:24][C:21]1[S:20][C:19]([NH:18][C:16]([NH:15][C:9]2[CH:10]=[CH:11][C:12]([CH3:14])=[CH:13][C:8]=2[C:6]([CH:1]2[CH2:5][CH2:4][CH2:3][CH2:2]2)=[O:7])=[O:17])=[N:23][CH:22]=1. The yield is 0.450. (2) The reactants are Cl[C:2]1[N:7]=[C:6]([C:8]([O:10]C)=[O:9])[CH:5]=[CH:4][C:3]=1[O:12][CH2:13][C:14]([OH:17])([CH3:16])[CH3:15].[CH3:18][O-:19].[Na+].O. The catalyst is O1CCOCC1.CO. The product is [OH:17][C:14]([CH3:16])([CH3:15])[CH2:13][O:12][C:3]1[CH:4]=[CH:5][C:6]([C:8]([OH:10])=[O:9])=[N:7][C:2]=1[O:19][CH3:18]. The yield is 0.240. (3) The reactants are [H-].[Na+].N#N.[Cl:5][C:6]1[CH:11]=[CH:10][C:9]([OH:12])=[CH:8][N:7]=1.Cl[CH2:14][O:15][CH3:16]. The catalyst is CN(C=O)C. The product is [Cl:5][C:6]1[CH:11]=[CH:10][C:9]([O:12][CH2:14][O:15][CH3:16])=[CH:8][N:7]=1. The yield is 0.960. (4) The reactants are Br[C:2]1[C:7]2[CH2:8][N:9]([C:13]([O:15][C:16]([CH3:19])([CH3:18])[CH3:17])=[O:14])[CH2:10][CH2:11][O:12][C:6]=2[CH:5]=[CH:4][CH:3]=1.[C:20]1(B(O)O)[CH:25]=[CH:24][CH:23]=[CH:22][CH:21]=1.O. The catalyst is C(O)C.C(=O)([O-])[O-].[Na+].[Na+].C1(C)C=CC=CC=1.C1C=CC([P]([Pd]([P](C2C=CC=CC=2)(C2C=CC=CC=2)C2C=CC=CC=2)([P](C2C=CC=CC=2)(C2C=CC=CC=2)C2C=CC=CC=2)[P](C2C=CC=CC=2)(C2C=CC=CC=2)C2C=CC=CC=2)(C2C=CC=CC=2)C2C=CC=CC=2)=CC=1. The product is [C:20]1([C:2]2[C:7]3[CH2:8][N:9]([C:13]([O:15][C:16]([CH3:19])([CH3:18])[CH3:17])=[O:14])[CH2:10][CH2:11][O:12][C:6]=3[CH:5]=[CH:4][CH:3]=2)[CH:25]=[CH:24][CH:23]=[CH:22][CH:21]=1. The yield is 0.580.